This data is from Full USPTO retrosynthesis dataset with 1.9M reactions from patents (1976-2016). The task is: Predict the reactants needed to synthesize the given product. (1) Given the product [C:3]([O:7][C:8]([N:10]1[CH2:15][CH2:14][N:13]([C:16]2[CH:17]=[CH:18][CH:19]=[C:20]3[C:24]=2[N:23]([CH3:34])[CH:22]=[C:21]3[S:25]([C:28]2[CH:33]=[CH:32][CH:31]=[CH:30][CH:29]=2)(=[O:26])=[O:27])[CH2:12][CH2:11]1)=[O:9])([CH3:6])([CH3:4])[CH3:5], predict the reactants needed to synthesize it. The reactants are: [H-].[Na+].[C:3]([O:7][C:8]([N:10]1[CH2:15][CH2:14][N:13]([C:16]2[CH:17]=[CH:18][CH:19]=[C:20]3[C:24]=2[NH:23][CH:22]=[C:21]3[S:25]([C:28]2[CH:33]=[CH:32][CH:31]=[CH:30][CH:29]=2)(=[O:27])=[O:26])[CH2:12][CH2:11]1)=[O:9])([CH3:6])([CH3:5])[CH3:4].[CH3:34]I.O. (2) Given the product [C:9]1([CH:10]([C:8]2[CH:15]=[CH:14][CH:13]=[CH:12][CH:9]=2)[OH:11])[CH:12]=[CH:13][CH:14]=[CH:15][CH:8]=1, predict the reactants needed to synthesize it. The reactants are: [Mg].II.COCO[C:8]1[CH:15]=[CH:14][CH:13]=[CH:12][C:9]=1[CH:10]=[O:11].[Cl-].[NH4+]. (3) Given the product [Br:24][C:8]1[CH:9]=[C:4]([O:1][CH3:2])[C:5]([N:10]2[CH2:15][CH2:14][N:13]([CH3:16])[CH2:12][CH2:11]2)=[N:6][CH:7]=1, predict the reactants needed to synthesize it. The reactants are: [O:1]([C:4]1[C:5]([N:10]2[CH2:15][CH2:14][N:13]([CH3:16])[CH2:12][CH2:11]2)=[N:6][CH:7]=[CH:8][CH:9]=1)[CH2:2]C.C1C(=O)N([Br:24])C(=O)C1. (4) Given the product [N:47]1[CH:35]=[CH:36][CH:37]=[CH:38][C:39]=1[NH:41][CH2:24][CH2:25][NH:26][C:21]([C:11]1[C:10]([NH:9][C:7]([C:2]2[CH:3]=[CH:4][CH:5]=[CH:6][N:1]=2)=[O:8])=[CH:14][N:13]([CH:15]2[CH2:20][CH2:19][CH2:18][CH2:17][O:16]2)[N:12]=1)=[O:23], predict the reactants needed to synthesize it. The reactants are: [N:1]1[CH:6]=[CH:5][CH:4]=[CH:3][C:2]=1[C:7]([NH:9][C:10]1[C:11]([C:21]([OH:23])=O)=[N:12][N:13]([CH:15]2[CH2:20][CH2:19][CH2:18][CH2:17][O:16]2)[CH:14]=1)=[O:8].[CH3:24][CH2:25][N:26]=C=NCCCN(C)C.[CH:35]1[CH:36]=[CH:37][C:38]2N(O)N=[N:41][C:39]=2C=1.C([N:47](CC)CC)C.C(=O)([O-])O.[Na+]. (5) Given the product [C:15]([NH:2][NH:1][C:3](=[O:14])[C@@H:4]([NH:6][C:7](=[O:13])[O:8][C:9]([CH3:10])([CH3:12])[CH3:11])[CH3:5])(=[O:22])[C:16]1[CH:21]=[CH:20][CH:19]=[CH:18][CH:17]=1, predict the reactants needed to synthesize it. The reactants are: [NH:1]([C:3](=[O:14])[C@@H:4]([NH:6][C:7](=[O:13])[O:8][C:9]([CH3:12])([CH3:11])[CH3:10])[CH3:5])[NH2:2].[C:15](F)(=[O:22])[C:16]1[CH:21]=[CH:20][CH:19]=[CH:18][CH:17]=1.